This data is from Forward reaction prediction with 1.9M reactions from USPTO patents (1976-2016). The task is: Predict the product of the given reaction. (1) Given the reactants [CH:1]([N:4]1[C:9]2=[N:10][C:11](S(C)=O)=[N:12][CH:13]=[C:8]2[CH2:7][NH:6][C:5]1=[O:17])([CH3:3])[CH3:2].[NH2:18][C:19]1[CH:24]=[CH:23][C:22]([N:25]2[CH2:30][CH2:29][CH:28]([OH:31])[CH2:27][CH2:26]2)=[CH:21][CH:20]=1.FC(F)(F)C(O)=O, predict the reaction product. The product is: [OH:31][CH:28]1[CH2:29][CH2:30][N:25]([C:22]2[CH:23]=[CH:24][C:19]([NH:18][C:11]3[N:10]=[C:9]4[N:4]([CH:1]([CH3:3])[CH3:2])[C:5](=[O:17])[NH:6][CH2:7][C:8]4=[CH:13][N:12]=3)=[CH:20][CH:21]=2)[CH2:26][CH2:27]1. (2) Given the reactants [Li+].CC([N-]C(C)C)C.[Cl:9][C:10]1[C:11]([N:21]2[CH2:26][C@H:25]([CH3:27])[O:24][C@H:23]([CH3:28])[CH2:22]2)=[C:12]([CH:17]=[CH:18][C:19]=1[F:20])[C:13]([O:15][CH3:16])=[O:14].CON(C)[C:32](=[O:34])[CH3:33], predict the reaction product. The product is: [C:32]([C:18]1[C:19]([F:20])=[C:10]([Cl:9])[C:11]([N:21]2[CH2:22][C@H:23]([CH3:28])[O:24][C@H:25]([CH3:27])[CH2:26]2)=[C:12]([CH:17]=1)[C:13]([O:15][CH3:16])=[O:14])(=[O:34])[CH3:33].